From a dataset of Merck oncology drug combination screen with 23,052 pairs across 39 cell lines. Regression. Given two drug SMILES strings and cell line genomic features, predict the synergy score measuring deviation from expected non-interaction effect. Drug 1: CCC1(O)CC2CN(CCc3c([nH]c4ccccc34)C(C(=O)OC)(c3cc4c(cc3OC)N(C)C3C(O)(C(=O)OC)C(OC(C)=O)C5(CC)C=CCN6CCC43C65)C2)C1. Cell line: MSTO. Drug 2: C=CCn1c(=O)c2cnc(Nc3ccc(N4CCN(C)CC4)cc3)nc2n1-c1cccc(C(C)(C)O)n1. Synergy scores: synergy=-16.2.